Dataset: Catalyst prediction with 721,799 reactions and 888 catalyst types from USPTO. Task: Predict which catalyst facilitates the given reaction. (1) Reactant: [CH2:1]([O:8][C:9](=[O:25])[CH2:10][C:11]([CH:13]1[CH2:17][CH2:16][CH2:15][N:14]1[C:18]([O:20][C:21]([CH3:24])([CH3:23])[CH3:22])=[O:19])=[O:12])[C:2]1[CH:7]=[CH:6][CH:5]=[CH:4][CH:3]=1.C(NC1C=CC(S([N:39]=[N+:40]=[N-])(=O)=O)=CC=1)(=O)C.C(N(CC)CC)C. Product: [CH2:1]([O:8][C:9](=[O:25])[C:10](=[N+:39]=[N-:40])[C:11]([CH:13]1[CH2:17][CH2:16][CH2:15][N:14]1[C:18]([O:20][C:21]([CH3:22])([CH3:24])[CH3:23])=[O:19])=[O:12])[C:2]1[CH:3]=[CH:4][CH:5]=[CH:6][CH:7]=1. The catalyst class is: 10. (2) Reactant: [C:1]([NH:4][C:5]([CH:26]1[CH2:31][CH2:30][NH:29][CH2:28][CH2:27]1)([CH2:13][CH2:14][CH2:15][CH2:16][B:17]1[O:21][C:20]([CH3:23])([CH3:22])[C:19]([CH3:25])([CH3:24])[O:18]1)[C:6]([NH:8][C:9]([CH3:12])([CH3:11])[CH3:10])=[O:7])(=[O:3])[CH3:2].[CH:32](=O)[C:33]1[CH:38]=[CH:37][CH:36]=[CH:35][CH:34]=1.C(O[BH-](OC(=O)C)OC(=O)C)(=O)C.[Na+]. The catalyst class is: 26. Product: [C:1]([NH:4][C:5]([CH:26]1[CH2:31][CH2:30][N:29]([CH2:32][C:33]2[CH:38]=[CH:37][CH:36]=[CH:35][CH:34]=2)[CH2:28][CH2:27]1)([CH2:13][CH2:14][CH2:15][CH2:16][B:17]1[O:18][C:19]([CH3:25])([CH3:24])[C:20]([CH3:22])([CH3:23])[O:21]1)[C:6]([NH:8][C:9]([CH3:12])([CH3:10])[CH3:11])=[O:7])(=[O:3])[CH3:2]. (3) Reactant: [CH2:1]([N:8]1[CH2:14][CH2:13][C:12](=[O:15])[NH:11][C:10]2[CH:16]=[N:17][C:18]([Cl:20])=[N:19][C:9]1=2)[C:2]1[CH:7]=[CH:6][CH:5]=[CH:4][CH:3]=1.[CH3:21]N(C)C(=O)C.IC.[H-].[Na+]. Product: [CH2:1]([N:8]1[CH2:14][CH2:13][C:12](=[O:15])[N:11]([CH3:21])[C:10]2[CH:16]=[N:17][C:18]([Cl:20])=[N:19][C:9]1=2)[C:2]1[CH:3]=[CH:4][CH:5]=[CH:6][CH:7]=1. The catalyst class is: 6. (4) Reactant: C([N:8]1[CH2:13][CH2:12][CH:11]([NH:14][C:15]2[CH:20]=[CH:19][C:18]([O:21][C:22]([F:25])([F:24])[F:23])=[CH:17][CH:16]=2)[CH2:10][CH2:9]1)C1C=CC=CC=1.[H][H]. Product: [NH:8]1[CH2:13][CH2:12][CH:11]([NH:14][C:15]2[CH:16]=[CH:17][C:18]([O:21][C:22]([F:23])([F:24])[F:25])=[CH:19][CH:20]=2)[CH2:10][CH2:9]1. The catalyst class is: 29.